Dataset: Full USPTO retrosynthesis dataset with 1.9M reactions from patents (1976-2016). Task: Predict the reactants needed to synthesize the given product. (1) Given the product [C:11]1([C@H:17]([NH:19][CH:6]([CH3:8])[CH2:5][CH2:4][C:3]([OH:10])=[O:9])[CH3:18])[CH:16]=[CH:15][CH:14]=[CH:13][CH:12]=1, predict the reactants needed to synthesize it. The reactants are: CO.[C:3]([OH:10])(=[O:9])[CH2:4][CH2:5][C:6]([CH3:8])=O.[C:11]1([C@H:17]([NH2:19])[CH3:18])[CH:16]=[CH:15][CH:14]=[CH:13][CH:12]=1. (2) Given the product [OH:12][C:3]1[C:2]([NH:1][C:18](=[O:20])[CH3:19])=[CH:11][C:10]2[C:5]([CH:4]=1)=[CH:6][CH:7]=[CH:8][CH:9]=2, predict the reactants needed to synthesize it. The reactants are: [NH2:1][C:2]1[C:3]([OH:12])=[CH:4][C:5]2[C:10]([CH:11]=1)=[CH:9][CH:8]=[CH:7][CH:6]=2.C(=O)(O)[O-].[Na+].[C:18](Cl)(=[O:20])[CH3:19]. (3) Given the product [CH3:35][S:32]([C:29]1[CH:30]=[CH:31][C:26]([CH2:25][O:1][C:2]2[CH:3]=[CH:4][C:5]3[C:6]4[N:7]([CH2:21][CH2:22][N:23]=4)[C:8]([NH:12][C:13](=[O:20])[C:14]4[CH:19]=[CH:18][CH:17]=[N:16][CH:15]=4)=[N:9][C:10]=3[CH:11]=2)=[CH:27][CH:28]=1)(=[O:33])=[O:34], predict the reactants needed to synthesize it. The reactants are: [OH:1][C:2]1[CH:3]=[CH:4][C:5]2[C:6]3[N:7]([CH2:21][CH2:22][N:23]=3)[C:8]([NH:12][C:13](=[O:20])[C:14]3[CH:19]=[CH:18][CH:17]=[N:16][CH:15]=3)=[N:9][C:10]=2[CH:11]=1.Cl[CH2:25][C:26]1[CH:31]=[CH:30][C:29]([S:32]([CH3:35])(=[O:34])=[O:33])=[CH:28][CH:27]=1. (4) Given the product [CH:10]1([CH2:13][O:14][C:15]2[CH:16]=[CH:17][C:18]([C:19]([NH:26][C:30]3[C:29]([CH3:34])=[C:8]4[C:7](=[CH:9][CH:31]=3)[N:3]([CH3:1])[C:4]([C:6]([O:47][CH2:42][CH3:43])=[O:24])=[CH:5]4)=[O:21])=[CH:22][CH:23]=2)[CH2:11][CH2:12]1, predict the reactants needed to synthesize it. The reactants are: [CH2:1]([N:3]([CH:7]([CH3:9])[CH3:8])[CH:4]([CH3:6])[CH3:5])C.[CH:10]1([CH2:13][O:14][C:15]2[CH:23]=[CH:22][C:18]([C:19]([OH:21])=O)=[CH:17][CH:16]=2)[CH2:12][CH2:11]1.[OH2:24].O[N:26]1[C:30]2[CH:31]=CC=[CH:34][C:29]=2N=N1.Cl.C(N=C=NC[CH2:42][CH2:43]N(C)C)C.[OH2:47]. (5) Given the product [CH3:23][O:24][C:25](=[O:33])[C:26]1[CH:31]=[CH:30][C:29]([N:32]2[C:11]([CH3:12])=[CH:10][CH:9]=[C:8]2[C:6]2[CH:7]=[C:2]([Br:1])[CH:3]=[CH:4][C:5]=2[O:15][CH2:16][C:17]2[CH:22]=[CH:21][CH:20]=[CH:19][CH:18]=2)=[CH:28][CH:27]=1, predict the reactants needed to synthesize it. The reactants are: [Br:1][C:2]1[CH:3]=[CH:4][C:5]([O:15][CH2:16][C:17]2[CH:22]=[CH:21][CH:20]=[CH:19][CH:18]=2)=[C:6]([C:8](=O)[CH2:9][CH2:10][C:11](=O)[CH3:12])[CH:7]=1.[CH3:23][O:24][C:25](=[O:33])[C:26]1[CH:31]=[CH:30][C:29]([NH2:32])=[CH:28][CH:27]=1.CC1C=CC(S(O)(=O)=O)=CC=1. (6) Given the product [NH2:5][C:6]1[CH:14]=[CH:13][C:9]([C:10]([O:12][CH3:1])=[O:11])=[C:8]([Cl:15])[CH:7]=1, predict the reactants needed to synthesize it. The reactants are: [C:1](Cl)(=O)C.[NH2:5][C:6]1[CH:14]=[CH:13][C:9]([C:10]([OH:12])=[O:11])=[C:8]([Cl:15])[CH:7]=1.